Predict the reaction yield, written as a fraction of the theoretical maximum amount of product (1.0 means a 100% yield; for example, 0.34 means a 34% yield). From a dataset of Reaction yield outcomes from USPTO patents with 853,638 reactions. (1) The reactants are [NH:1]1[CH2:6][CH2:5][O:4][CH:3]([CH2:7][CH2:8][C:9]([O:11]C)=O)[CH2:2]1.[NH3:13]. The catalyst is CO. The product is [NH:1]1[CH2:6][CH2:5][O:4][CH:3]([CH2:7][CH2:8][C:9]([NH2:13])=[O:11])[CH2:2]1. The yield is 0.780. (2) The reactants are [O-][CH2:2]C.[Na+].[NH2:5][C:6]1[CH:11]=[C:10]([O:12][CH2:13][C:14]2[CH:19]=[CH:18][CH:17]=[CH:16][CH:15]=2)[C:9]([O:20][CH3:21])=[CH:8][C:7]=1[C:22](=[O:24])[CH3:23].C(OCC)=O.Cl. The catalyst is COCCOC.O. The product is [CH2:13]([O:12][C:10]1[CH:11]=[C:6]2[C:7]([C:22]([OH:24])=[CH:23][CH:2]=[N:5]2)=[CH:8][C:9]=1[O:20][CH3:21])[C:14]1[CH:19]=[CH:18][CH:17]=[CH:16][CH:15]=1. The yield is 0.720.